Dataset: Full USPTO retrosynthesis dataset with 1.9M reactions from patents (1976-2016). Task: Predict the reactants needed to synthesize the given product. Given the product [Br:1][C:2]1[C:8]([F:9])=[CH:7][C:5]([N:6]2[C:26](=[O:27])[N:25]([CH3:24])[N:16]=[CH:15]2)=[C:4]([F:10])[CH:3]=1, predict the reactants needed to synthesize it. The reactants are: [Br:1][C:2]1[C:8]([F:9])=[CH:7][C:5]([NH2:6])=[C:4]([F:10])[CH:3]=1.BrC1C=C[C:15]([NH2:16])=C(F)C=1.[OH-].[Na+].IC.[CH3:24][N:25](C)[CH:26]=[O:27].